Dataset: Reaction yield outcomes from USPTO patents with 853,638 reactions. Task: Predict the reaction yield, written as a fraction of the theoretical maximum amount of product (1.0 means a 100% yield; for example, 0.34 means a 34% yield). (1) The reactants are Cl.[NH2:2][CH2:3][C:4]1[CH:12]=[CH:11][CH:10]=[C:9]2[C:5]=1[C:6](=[O:22])[N:7]([CH:14]1[CH2:19][CH2:18][C:17](=[O:20])[NH:16][C:15]1=[O:21])[C:8]2=[O:13].N12CCCN=C1CCCCC2.ON1C2C=CC=CC=2N=N1.[Cl:44][C:45]1[CH:50]=[CH:49][C:48]([CH2:51][C:52](O)=[O:53])=[CH:47][CH:46]=1. The catalyst is C(#N)C. The product is [Cl:44][C:45]1[CH:50]=[CH:49][C:48]([CH2:51][C:52]([NH:2][CH2:3][C:4]2[CH:12]=[CH:11][CH:10]=[C:9]3[C:5]=2[C:6](=[O:22])[N:7]([CH:14]2[CH2:19][CH2:18][C:17](=[O:20])[NH:16][C:15]2=[O:21])[C:8]3=[O:13])=[O:53])=[CH:47][CH:46]=1. The yield is 0.820. (2) The reactants are [Cl:1][C:2]1[N:7]2[N:8]=[C:9]([C:16]3[CH:21]=[CH:20][C:19]([F:22])=[CH:18][CH:17]=3)[C:10]([CH:11]([OH:15])[C:12]#[C:13][CH3:14])=[C:6]2[CH:5]=[CH:4][CH:3]=1. The catalyst is C(Cl)(Cl)Cl.[O-2].[O-2].[Mn+4]. The product is [Cl:1][C:2]1[N:7]2[N:8]=[C:9]([C:16]3[CH:17]=[CH:18][C:19]([F:22])=[CH:20][CH:21]=3)[C:10]([C:11](=[O:15])[C:12]#[C:13][CH3:14])=[C:6]2[CH:5]=[CH:4][CH:3]=1. The yield is 0.910. (3) The reactants are [ClH:1].[CH2:2]([C:6]1[N:7]=[C:8]([NH2:11])[NH:9][CH:10]=1)[CH2:3][C:4]#[CH:5].[N:12]([CH2:15][C:16]1[NH:20][C:19]2[CH:21]=[C:22]([CH3:26])[C:23]([CH3:25])=[CH:24][C:18]=2[N:17]=1)=[N+:13]=[N-:14]. No catalyst specified. The product is [ClH:1].[ClH:1].[CH3:25][C:23]1[C:22]([CH3:26])=[CH:21][C:19]2[NH:20][C:16]([CH2:15][N:12]3[CH:5]=[C:4]([CH2:3][CH2:2][C:6]4[N:7]=[C:8]([NH2:11])[NH:9][CH:10]=4)[N:14]=[N:13]3)=[N:17][C:18]=2[CH:24]=1. The yield is 0.590. (4) The product is [Cl:1][C:2]1[CH:7]=[C:6]([F:8])[CH:5]=[CH:4][C:3]=1[CH:9]1[CH2:14][CH:13]([NH:15][C:16](=[O:23])[C:17]2[CH:22]=[CH:21][CH:20]=[CH:19][N:18]=2)[C:12](=[O:24])[CH2:11][CH2:10]1. The reactants are [Cl:1][C:2]1[CH:7]=[C:6]([F:8])[CH:5]=[CH:4][C:3]=1[CH:9]1[CH2:14][CH:13]([NH:15][C:16](=[O:23])[C:17]2[CH:22]=[CH:21][CH:20]=[CH:19][N:18]=2)[CH:12]([OH:24])[CH2:11][CH2:10]1.CC(OI1(OC(C)=O)(OC(C)=O)OC(=O)C2C=CC=CC1=2)=O. The catalyst is ClCCl. The yield is 0.630. (5) The yield is 0.750. The product is [CH3:10][C:8]1[O:17][C:14]2[CH:2]=[CH:3][CH:4]=[CH:5][C:6]=2[C:7]=1[Br:19]. The reactants are O1[C:5]2[CH:6]=[CH:7][C:8]([C:10](OC)=O)=C[C:4]=2[CH:3]=[CH:2]1.[C:14]([O-:17])(O)=O.[Na+].[Br:19]Br.C([O-])([O-])=O.[K+].[K+]. The catalyst is C(Cl)Cl.